Dataset: Forward reaction prediction with 1.9M reactions from USPTO patents (1976-2016). Task: Predict the product of the given reaction. (1) The product is: [Si:1]([O:8][C:9]1[C:10]([F:31])=[C:11]([CH:12]=[C:13]([CH2:15][CH3:16])[CH:14]=1)[CH:17]=[O:18])([C:4]([CH3:7])([CH3:6])[CH3:5])([CH3:3])[CH3:2]. Given the reactants [Si:1]([O:8][C:9]1[C:10]([F:31])=[C:11]([CH:17](C2N(C)N=C(C3C=CC=CC=3)N=2)[OH:18])[CH:12]=[C:13]([CH2:15][CH3:16])[CH:14]=1)([C:4]([CH3:7])([CH3:6])[CH3:5])([CH3:3])[CH3:2].C(N(C(C)C)C(C)C)C.CS(OS(C)(=O)=O)(=O)=O.C(OC(N(C(OC(C)(C)C)=O)C1C2C(=CC(N)=CC=2)C=CN=1)=O)(C)(C)C, predict the reaction product. (2) Given the reactants [CH2:1]([NH:8][CH:9]1[CH2:15][CH2:14][CH2:13][C:12]2[CH:16]=[CH:17][C:18]([O:20][CH2:21][C:22]([O:24][CH2:25][CH3:26])=[O:23])=[CH:19][C:11]=2[CH2:10]1)[C:2]1[CH:7]=[CH:6][CH:5]=[CH:4][CH:3]=1.[C:27](O[C:27]([O:29][C:30]([CH3:33])([CH3:32])[CH3:31])=[O:28])([O:29][C:30]([CH3:33])([CH3:32])[CH3:31])=[O:28], predict the reaction product. The product is: [CH2:25]([O:24][C:22](=[O:23])[CH2:21][O:20][C:18]1[CH:17]=[CH:16][C:12]2[CH2:13][CH2:14][CH2:15][CH:9]([N:8]([C:27]([O:29][C:30]([CH3:33])([CH3:32])[CH3:31])=[O:28])[CH2:1][C:2]3[CH:3]=[CH:4][CH:5]=[CH:6][CH:7]=3)[CH2:10][C:11]=2[CH:19]=1)[CH3:26]. (3) Given the reactants C([O:3][C:4]([C:6]1([NH:15][C:16](=[O:29])[C:17]2[CH:22]=[CH:21][CH:20]=[C:19]([CH3:23])[C:18]=2[O:24][CH:25]2[CH2:28][CH2:27][CH2:26]2)[CH2:14][C:13]2[C:8](=[CH:9][CH:10]=[CH:11][CH:12]=2)[CH2:7]1)=[O:5])C.[OH-].[K+].O, predict the reaction product. The product is: [CH:25]1([O:24][C:18]2[C:19]([CH3:23])=[CH:20][CH:21]=[CH:22][C:17]=2[C:16]([NH:15][C:6]2([C:4]([OH:5])=[O:3])[CH2:7][C:8]3[C:13](=[CH:12][CH:11]=[CH:10][CH:9]=3)[CH2:14]2)=[O:29])[CH2:28][CH2:27][CH2:26]1. (4) Given the reactants [NH2:1][C:2]1[CH:3]=[C:4]([C:8]2[C:17]3[C:12](=[C:13]([C:18]([F:21])([F:20])[F:19])[CH:14]=[CH:15][CH:16]=3)[N:11]=[CH:10][C:9]=2[C:22]([C:24]2[CH:29]=[CH:28][CH:27]=[CH:26][CH:25]=2)=[O:23])[CH:5]=[CH:6][CH:7]=1.[O:30]=[C:31]1[C:35](=[CH:36][C:37]2[CH:44]=[CH:43][C:40]([CH:41]=O)=[CH:39][CH:38]=2)[S:34][C:33](=[S:45])[NH:32]1, predict the reaction product. The product is: [C:22]([C:9]1[CH:10]=[N:11][C:12]2[C:17]([C:8]=1[C:4]1[CH:3]=[C:2]([NH:1][CH2:41][C:40]3[CH:39]=[CH:38][C:37]([CH:36]=[C:35]4[S:34][C:33](=[S:45])[NH:32][C:31]4=[O:30])=[CH:44][CH:43]=3)[CH:7]=[CH:6][CH:5]=1)=[CH:16][CH:15]=[CH:14][C:13]=2[C:18]([F:21])([F:19])[F:20])(=[O:23])[C:24]1[CH:25]=[CH:26][CH:27]=[CH:28][CH:29]=1.